From a dataset of Reaction yield outcomes from USPTO patents with 853,638 reactions. Predict the reaction yield, written as a fraction of the theoretical maximum amount of product (1.0 means a 100% yield; for example, 0.34 means a 34% yield). The reactants are [CH2:1]([O:4][CH2:5][C:6]1[C:14]([O:15][CH3:16])=[CH:13][CH:12]=[CH:11][C:7]=1[C:8]([OH:10])=[O:9])[CH:2]=[CH2:3].[F:17][C:18]1[C:23](O)=[C:22]([F:25])[C:21]([F:26])=[C:20]([F:27])[C:19]=1[F:28].C1CCC(N=C=NC2CCCCC2)CC1.II. The catalyst is C(OCC)(=O)C.CCCCCC. The product is [CH2:1]([O:4][CH2:5][C:6]1[C:14]([O:15][CH3:16])=[CH:13][CH:12]=[CH:11][C:7]=1[C:8]([O:10][C:23]1[C:22]([F:25])=[C:21]([F:26])[C:20]([F:27])=[C:19]([F:28])[C:18]=1[F:17])=[O:9])[CH:2]=[CH2:3]. The yield is 1.10.